From a dataset of Catalyst prediction with 721,799 reactions and 888 catalyst types from USPTO. Predict which catalyst facilitates the given reaction. (1) Reactant: [C:1]([NH:5][S:6]([C:9]1[S:10][C:11]([CH2:14][CH2:15][CH2:16][CH3:17])=[CH:12][CH:13]=1)(=[O:8])=[O:7])([CH3:4])([CH3:3])[CH3:2].[Li]CCCC.C([O:26][B:27](OC(C)C)[O:28]C(C)C)(C)C. The catalyst class is: 1. Product: [CH2:14]([C:11]1[S:10][C:9]([S:6]([NH:5][C:1]([CH3:4])([CH3:3])[CH3:2])(=[O:7])=[O:8])=[C:13]([B:27]([OH:28])[OH:26])[CH:12]=1)[CH2:15][CH2:16][CH3:17]. (2) Reactant: Br[C:2]1[CH:7]=[CH:6][C:5]([CH:8]([N:16]([CH3:33])[C:17](=[O:32])[CH2:18][N:19]2[C:24]3[CH:25]=[C:26]([Cl:30])[C:27]([Cl:29])=[CH:28][C:23]=3[O:22][CH2:21][C:20]2=[O:31])[CH2:9][N:10]2[CH2:15][CH2:14][O:13][CH2:12][CH2:11]2)=[CH:4][CH:3]=1.[CH3:34][C:35]([O:38][C:39]([NH:41][C:42]1[CH:43]=[C:44](B(O)O)[CH:45]=[CH:46][CH:47]=1)=[O:40])([CH3:37])[CH3:36].C([O-])([O-])=O.[Na+].[Na+]. Product: [Cl:30][C:26]1[C:27]([Cl:29])=[CH:28][C:23]2[O:22][CH2:21][C:20](=[O:31])[N:19]([CH2:18][C:17]([N:16]([CH3:33])[CH:8]([C:5]3[CH:6]=[CH:7][C:2]([C:46]4[CH:45]=[CH:44][CH:43]=[C:42]([NH:41][C:39](=[O:40])[O:38][C:35]([CH3:36])([CH3:34])[CH3:37])[CH:47]=4)=[CH:3][CH:4]=3)[CH2:9][N:10]3[CH2:15][CH2:14][O:13][CH2:12][CH2:11]3)=[O:32])[C:24]=2[CH:25]=1. The catalyst class is: 151. (3) Reactant: [F:1][C:2]([F:14])([F:13])[CH:3]([CH3:12])[O:4][C:5]1[CH:10]=[CH:9][C:8]([NH2:11])=[CH:7][CH:6]=1.[C:15](OC(=O)C)(=O)[CH3:16].[H-].[H-].[H-].[H-].[Li+].[Al+3]. Product: [CH2:15]([NH:11][C:8]1[CH:7]=[CH:6][C:5]([O:4][CH:3]([CH3:12])[C:2]([F:13])([F:14])[F:1])=[CH:10][CH:9]=1)[CH3:16]. The catalyst class is: 142. (4) Reactant: [OH:1][C:2]1([CH:6]2[CH2:11][CH2:10][CH2:9][CH2:8][CH:7]2[NH:12][C:13](=[O:19])[O:14][C:15]([CH3:18])(C)C)[CH2:5][NH:4][CH2:3]1.[F:20][C:21]1[C:22]([NH:31][C:32]2[CH:37]=[CH:36][C:35]([I:38])=[CH:34][C:33]=2[F:39])=[C:23]([CH:27]=[CH:28][C:29]=1[F:30])[C:24](F)=[O:25].[CH:40](N(CC)C(C)C)(C)[CH3:41]. Product: [CH2:15]([O:14][C:13](=[O:19])[NH:12][CH:7]1[CH2:8][CH2:9][CH2:10][CH2:11][CH:6]1[C:2]1([OH:1])[CH2:3][N:4]([C:24](=[O:25])[C:23]2[CH:27]=[CH:28][C:29]([F:30])=[C:21]([F:20])[C:22]=2[NH:31][C:32]2[CH:37]=[CH:36][C:35]([I:38])=[CH:34][C:33]=2[F:39])[CH2:5]1)[CH2:18][CH2:40][CH3:41]. The catalyst class is: 7. (5) Reactant: [CH2:1]([N:8]([CH2:28][C:29]([O:31]CC1C=CC=CC=1)=O)[C:9](=[O:27])[C@H:10]([NH:19]C(OC(C)(C)C)=O)[CH2:11][C:12]1[CH:17]=[CH:16][C:15]([F:18])=[CH:14][CH:13]=1)[C:2]1[CH:7]=[CH:6][CH:5]=[CH:4][CH:3]=1.Cl. Product: [CH2:1]([N:8]1[CH2:28][C:29](=[O:31])[NH:19][C@H:10]([CH2:11][C:12]2[CH:13]=[CH:14][C:15]([F:18])=[CH:16][CH:17]=2)[C:9]1=[O:27])[C:2]1[CH:3]=[CH:4][CH:5]=[CH:6][CH:7]=1. The catalyst class is: 269. (6) Reactant: [F:1][C:2]([F:32])([F:31])[C:3]1[CH:4]=[C:5]([C@H:13]([O:15][C@H:16]2[CH2:21][C:20](OC)=[N:19][CH2:18][C@@H:17]2[C:24]2[CH:29]=[CH:28][C:27]([F:30])=[CH:26][CH:25]=2)[CH3:14])[CH:6]=[C:7]([C:9]([F:12])([F:11])[F:10])[CH:8]=1.[C:33]([NH:36][NH2:37])(=O)[CH3:34]. Product: [F:1][C:2]([F:32])([F:31])[C:3]1[CH:4]=[C:5]([C@H:13]([O:15][C@@H:16]2[C@@H:17]([C:24]3[CH:25]=[CH:26][C:27]([F:30])=[CH:28][CH:29]=3)[CH2:18][N:19]3[C:33]([CH3:34])=[N:36][N:37]=[C:20]3[CH2:21]2)[CH3:14])[CH:6]=[C:7]([C:9]([F:11])([F:12])[F:10])[CH:8]=1. The catalyst class is: 14. (7) Reactant: [CH3:1][O:2][C:3]1[CH:4]=[C:5]([CH2:13][CH2:14][C:15](Cl)=[O:16])[CH:6]=[CH:7][C:8]=1[O:9][CH2:10][C:11]#[CH:12].[F:18][C:19]1[CH:20]=[C:21]([CH:24]=[CH:25][C:26]=1[CH3:27])[CH2:22][NH2:23]. Product: [F:18][C:19]1[CH:20]=[C:21]([CH:24]=[CH:25][C:26]=1[CH3:27])[CH2:22][NH:23][C:15](=[O:16])[CH2:14][CH2:13][C:5]1[CH:6]=[CH:7][C:8]([O:9][CH2:10][C:11]#[CH:12])=[C:3]([O:2][CH3:1])[CH:4]=1. The catalyst class is: 66. (8) Reactant: [Br:1][C:2]1[CH:3]=[C:4]([CH3:11])[C:5]([F:10])=[C:6]([CH:9]=1)[CH:7]=O.CC([O-])=O.[Na+].Cl.[NH2:18][OH:19]. Product: [Br:1][C:2]1[CH:3]=[C:4]([CH3:11])[C:5]([F:10])=[C:6]([CH:9]=1)/[CH:7]=[N:18]/[OH:19]. The catalyst class is: 8. (9) Reactant: [F:1][C:2]1[C:3]([N+:9]([O-:11])=[O:10])=[C:4]([CH:6]=[CH:7][CH:8]=1)[NH2:5].[H-].[Na+].[C:14](O[C:14]([O:16][C:17]([CH3:20])([CH3:19])[CH3:18])=[O:15])([O:16][C:17]([CH3:20])([CH3:19])[CH3:18])=[O:15].O. Product: [C:17]([O:16][C:14]([NH:5][C:4]1[CH:6]=[CH:7][CH:8]=[C:2]([F:1])[C:3]=1[N+:9]([O-:11])=[O:10])=[O:15])([CH3:20])([CH3:19])[CH3:18]. The catalyst class is: 1. (10) Reactant: [CH2:1]([N:8]([CH2:21][CH2:22][N:23]1[CH2:29][C:28](=[O:30])[C:27]([CH:32]2[CH2:35][CH2:34][CH2:33]2)([OH:31])[C:26]2[CH:36]=[CH:37][CH:38]=[CH:39][C:25]=2[CH2:24]1)S(C1C=CC=CC=1[N+]([O-])=O)(=O)=O)[C:2]1[CH:7]=[CH:6][CH:5]=[CH:4][CH:3]=1.C([O-])([O-])=O.[K+].[K+].C1(S)C=CC=CC=1.O. Product: [CH2:1]([NH:8][CH2:21][CH2:22][N:23]1[CH2:29][C:28](=[O:30])[C:27]([CH:32]2[CH2:35][CH2:34][CH2:33]2)([OH:31])[C:26]2[CH:36]=[CH:37][CH:38]=[CH:39][C:25]=2[CH2:24]1)[C:2]1[CH:3]=[CH:4][CH:5]=[CH:6][CH:7]=1. The catalyst class is: 31.